This data is from Reaction yield outcomes from USPTO patents with 853,638 reactions. The task is: Predict the reaction yield, written as a fraction of the theoretical maximum amount of product (1.0 means a 100% yield; for example, 0.34 means a 34% yield). The reactants are [F:1][C:2]1[C:3]([O:16]C)=[C:4]([C@@H:9]2[C@H:14]3[C@@H:10]2[CH2:11]O[C:13]3=[O:15])[C:5]([F:8])=[CH:6][CH:7]=1.[BrH:18].CC(O)=O. The catalyst is O. The product is [Br:18][CH2:11][C@H:10]1[C@@H:9]2[C@H:14]1[C:13](=[O:15])[O:16][C:3]1[C:2]([F:1])=[CH:7][CH:6]=[C:5]([F:8])[C:4]=12. The yield is 0.980.